Dataset: Full USPTO retrosynthesis dataset with 1.9M reactions from patents (1976-2016). Task: Predict the reactants needed to synthesize the given product. (1) Given the product [C:21]1([C:27]2[O:28][C:29]([C:35]([F:37])([F:38])[F:36])=[C:30]([C:32]([NH:1][C:2]3[CH:3]=[CH:4][C:5]([N:8]4[CH2:13][CH2:12][N:11]([C:14]([O:16][C:17]([CH3:20])([CH3:19])[CH3:18])=[O:15])[CH2:10][CH2:9]4)=[N:6][CH:7]=3)=[O:33])[N:31]=2)[CH:22]=[CH:23][CH:24]=[CH:25][CH:26]=1, predict the reactants needed to synthesize it. The reactants are: [NH2:1][C:2]1[CH:3]=[CH:4][C:5]([N:8]2[CH2:13][CH2:12][N:11]([C:14]([O:16][C:17]([CH3:20])([CH3:19])[CH3:18])=[O:15])[CH2:10][CH2:9]2)=[N:6][CH:7]=1.[C:21]1([C:27]2[O:28][C:29]([C:35]([F:38])([F:37])[F:36])=[C:30]([C:32](O)=[O:33])[N:31]=2)[CH:26]=[CH:25][CH:24]=[CH:23][CH:22]=1. (2) Given the product [C:22]([O:26][C:27](=[O:48])[NH:28][C:29]1([C:33]2[CH:34]=[CH:35][C:36]([C:2]3[C:7]([C:8]4[CH:13]=[CH:12][CH:11]=[CH:10][CH:9]=4)=[C:6]([NH:14][CH:15]([CH3:17])[CH3:16])[N:5]4[N:18]=[C:19]([CH3:21])[N:20]=[C:4]4[N:3]=3)=[CH:37][CH:38]=2)[CH2:30][CH2:31][CH2:32]1)([CH3:25])([CH3:23])[CH3:24], predict the reactants needed to synthesize it. The reactants are: Cl[C:2]1[C:7]([C:8]2[CH:13]=[CH:12][CH:11]=[CH:10][CH:9]=2)=[C:6]([NH:14][CH:15]([CH3:17])[CH3:16])[N:5]2[N:18]=[C:19]([CH3:21])[N:20]=[C:4]2[N:3]=1.[C:22]([O:26][C:27](=[O:48])[NH:28][C:29]1([C:33]2[CH:38]=[CH:37][C:36](B3OC(C)(C)C(C)(C)O3)=[CH:35][CH:34]=2)[CH2:32][CH2:31][CH2:30]1)([CH3:25])([CH3:24])[CH3:23].C(=O)([O-])[O-].[Na+].[Na+]. (3) Given the product [OH:17][C:15]1[CH:14]=[CH:13][C:12]2[CH:6]([CH2:5][CH2:4][C:3]([O:2][CH3:1])=[O:32])[N:7]([C:25]([O:27][C:28]([CH3:30])([CH3:29])[CH3:31])=[O:26])[CH2:8][CH2:9][CH2:10][C:11]=2[CH:16]=1, predict the reactants needed to synthesize it. The reactants are: [CH3:1][O:2][C:3](=[O:32])[CH2:4][CH2:5][CH:6]1[C:12]2[CH:13]=[CH:14][C:15]([O:17]CC3C=CC=CC=3)=[CH:16][C:11]=2[CH2:10][CH2:9][CH2:8][N:7]1[C:25]([O:27][C:28]([CH3:31])([CH3:30])[CH3:29])=[O:26]. (4) Given the product [Br:35][CH2:36][CH2:37][O:27][C:21]1[CH:20]=[C:19]2[C:24]([C:15]([O:14][C:10]3[C:11]([CH3:13])=[CH:12][C:7]([NH:6][C:4]([NH:3][CH2:1][CH3:2])=[O:5])=[C:8]([CH3:28])[CH:9]=3)=[CH:16][CH:17]=[N:18]2)=[CH:23][C:22]=1[O:25][CH3:26], predict the reactants needed to synthesize it. The reactants are: [CH2:1]([NH:3][C:4]([NH:6][C:7]1[CH:12]=[C:11]([CH3:13])[C:10]([O:14][C:15]2[C:24]3[C:19](=[CH:20][C:21]([OH:27])=[C:22]([O:25][CH3:26])[CH:23]=3)[N:18]=[CH:17][CH:16]=2)=[CH:9][C:8]=1[CH3:28])=[O:5])[CH3:2].C(=O)([O-])[O-].[K+].[K+].[Br:35][CH2:36][CH2:37]Br.O.